Dataset: HIV replication inhibition screening data with 41,000+ compounds from the AIDS Antiviral Screen. Task: Binary Classification. Given a drug SMILES string, predict its activity (active/inactive) in a high-throughput screening assay against a specified biological target. (1) The drug is COc1cc(C=Cc2ccnc3ccccc23)cc(OC)c1OC. The result is 0 (inactive). (2) The compound is CC(=NNC(N)=O)c1sc(-c2nc(C)c(C(C)=NNC(N)=O)s2)nc1C. The result is 0 (inactive). (3) The compound is Oc1nc2cc(Cl)ccc2nc1C(=NNc1ccccc1)C(O)c1ccco1. The result is 0 (inactive). (4) The molecule is CC(C)Oc1c(O)c2c3c(oc(=O)n3C=CC2c2ccccc2F)c1OC(C)C. The result is 0 (inactive). (5) The drug is CC1(C)CC2(S(=O)(=O)c3ccccc3)ON1CC2S(=O)(=O)c1ccccc1. The result is 0 (inactive). (6) The molecule is CC1(C)OCC(C(O)C2OC(C)(C)OC2C=NO)O1. The result is 0 (inactive). (7) The compound is CC1CN=C(N(C(=O)Nc2ccccc2)c2ccc(Cl)c(Cl)c2)S1. The result is 0 (inactive).